From a dataset of NCI-60 drug combinations with 297,098 pairs across 59 cell lines. Regression. Given two drug SMILES strings and cell line genomic features, predict the synergy score measuring deviation from expected non-interaction effect. (1) Drug 1: C1=CC(=CC=C1C#N)C(C2=CC=C(C=C2)C#N)N3C=NC=N3. Drug 2: CCC(=C(C1=CC=CC=C1)C2=CC=C(C=C2)OCCN(C)C)C3=CC=CC=C3.C(C(=O)O)C(CC(=O)O)(C(=O)O)O. Cell line: HL-60(TB). Synergy scores: CSS=0.536, Synergy_ZIP=2.60, Synergy_Bliss=3.32, Synergy_Loewe=-1.18, Synergy_HSA=-1.89. (2) Drug 1: C1CN(P(=O)(OC1)NCCCl)CCCl. Drug 2: C(CN)CNCCSP(=O)(O)O. Cell line: NCI-H460. Synergy scores: CSS=-4.98, Synergy_ZIP=2.72, Synergy_Bliss=2.81, Synergy_Loewe=-1.40, Synergy_HSA=-1.35. (3) Drug 1: C1=NC2=C(N=C(N=C2N1C3C(C(C(O3)CO)O)O)F)N. Drug 2: CCC1(C2=C(COC1=O)C(=O)N3CC4=CC5=C(C=CC(=C5CN(C)C)O)N=C4C3=C2)O.Cl. Cell line: SF-268. Synergy scores: CSS=39.1, Synergy_ZIP=0.708, Synergy_Bliss=-0.706, Synergy_Loewe=-36.8, Synergy_HSA=-1.72. (4) Drug 1: CS(=O)(=O)C1=CC(=C(C=C1)C(=O)NC2=CC(=C(C=C2)Cl)C3=CC=CC=N3)Cl. Drug 2: CC1C(C(CC(O1)OC2CC(CC3=C2C(=C4C(=C3O)C(=O)C5=C(C4=O)C(=CC=C5)OC)O)(C(=O)CO)O)N)O.Cl. Cell line: OVCAR-4. Synergy scores: CSS=40.2, Synergy_ZIP=-0.946, Synergy_Bliss=-0.297, Synergy_Loewe=1.92, Synergy_HSA=2.59. (5) Drug 1: CN1CCC(CC1)COC2=C(C=C3C(=C2)N=CN=C3NC4=C(C=C(C=C4)Br)F)OC. Drug 2: CNC(=O)C1=CC=CC=C1SC2=CC3=C(C=C2)C(=NN3)C=CC4=CC=CC=N4. Cell line: A498. Synergy scores: CSS=18.3, Synergy_ZIP=-3.07, Synergy_Bliss=4.28, Synergy_Loewe=4.09, Synergy_HSA=6.27. (6) Cell line: OVCAR-8. Drug 1: CC=C1C(=O)NC(C(=O)OC2CC(=O)NC(C(=O)NC(CSSCCC=C2)C(=O)N1)C(C)C)C(C)C. Synergy scores: CSS=44.0, Synergy_ZIP=-6.83, Synergy_Bliss=-0.664, Synergy_Loewe=2.34, Synergy_HSA=4.34. Drug 2: CC1=C(N=C(N=C1N)C(CC(=O)N)NCC(C(=O)N)N)C(=O)NC(C(C2=CN=CN2)OC3C(C(C(C(O3)CO)O)O)OC4C(C(C(C(O4)CO)O)OC(=O)N)O)C(=O)NC(C)C(C(C)C(=O)NC(C(C)O)C(=O)NCCC5=NC(=CS5)C6=NC(=CS6)C(=O)NCCC[S+](C)C)O. (7) Drug 1: CC(C1=C(C=CC(=C1Cl)F)Cl)OC2=C(N=CC(=C2)C3=CN(N=C3)C4CCNCC4)N. Drug 2: CC(C)NC(=O)C1=CC=C(C=C1)CNNC.Cl. Cell line: HCC-2998. Synergy scores: CSS=-0.307, Synergy_ZIP=-1.52, Synergy_Bliss=-1.43, Synergy_Loewe=-12.1, Synergy_HSA=-4.19.